This data is from CYP1A2 inhibition data for predicting drug metabolism from PubChem BioAssay. The task is: Regression/Classification. Given a drug SMILES string, predict its absorption, distribution, metabolism, or excretion properties. Task type varies by dataset: regression for continuous measurements (e.g., permeability, clearance, half-life) or binary classification for categorical outcomes (e.g., BBB penetration, CYP inhibition). Dataset: cyp1a2_veith. (1) The molecule is COCCOC(=O)C1=C(C)NC(=O)N(C(C)=O)C1c1ccc(Cl)cc1. The result is 0 (non-inhibitor). (2) The compound is O=c1c(CCc2ccccc2)nc2cnc(N3CCOCC3)nc2n1C1CC1. The result is 1 (inhibitor). (3) The result is 1 (inhibitor). The drug is COc1ccccc1C/C(N)=N/OC(=O)c1ccc(C)c([N+](=O)[O-])c1. (4) The compound is O=C1C[C@H]2OCC=C3CN4CC[C@]5(C(=O)O)[C@@H]4C[C@@H]3[C@@H]2[C@H]5N1. The result is 0 (non-inhibitor). (5) The compound is CCOc1ccc(C2=Nn3c(nnc3-c3ccccc3OC)SC2)cc1. The result is 1 (inhibitor). (6) The drug is COc1ccc2c(c1)CCc1c(C(=O)N3CCCCCC3)noc1-2. The result is 1 (inhibitor).